Dataset: Catalyst prediction with 721,799 reactions and 888 catalyst types from USPTO. Task: Predict which catalyst facilitates the given reaction. (1) Reactant: [F:1][C:2]1[CH:7]=[CH:6][C:5]([C:8]#[C:9][C:10]2[CH:27]=[C:26]([N+:28]([O-])=O)[CH:25]=[CH:24][C:11]=2[C:12]([NH:14][C@@H:15]([CH2:20][CH2:21][S:22][CH3:23])[C:16]([O:18][CH3:19])=[O:17])=[O:13])=[CH:4][CH:3]=1.N. Product: [F:1][C:2]1[CH:7]=[CH:6][C:5]([C:8]#[C:9][C:10]2[CH:27]=[C:26]([NH2:28])[CH:25]=[CH:24][C:11]=2[C:12]([NH:14][C@@H:15]([CH2:20][CH2:21][S:22][CH3:23])[C:16]([O:18][CH3:19])=[O:17])=[O:13])=[CH:4][CH:3]=1. The catalyst class is: 13. (2) Reactant: [F:1][C:2]1[CH:22]=[CH:21][C:5]([O:6][CH2:7][CH2:8][O:9][C:10]2[CH:15]=[CH:14][C:13]([CH2:16][CH2:17][NH2:18])=[CH:12][C:11]=2[O:19][CH3:20])=[CH:4][CH:3]=1.[ClH:23]. Product: [ClH:23].[F:1][C:2]1[CH:3]=[CH:4][C:5]([O:6][CH2:7][CH2:8][O:9][C:10]2[CH:15]=[CH:14][C:13]([CH2:16][CH2:17][NH2:18])=[CH:12][C:11]=2[O:19][CH3:20])=[CH:21][CH:22]=1. The catalyst class is: 27. (3) Reactant: [C:1]1([C:7]2[CH:16]=[N:15][C:10]3[O:11][CH2:12][CH2:13][NH:14][C:9]=3[CH:8]=2)[CH:6]=[CH:5][CH:4]=[CH:3][CH:2]=1.[Br:17][C:18]1[CH:19]=[C:20]([CH:24]=[C:25]([Br:29])[C:26]=1[O:27][CH3:28])[C:21](Cl)=[O:22].C(N(CC)CC)C.Cl. Product: [Br:17][C:18]1[CH:19]=[C:20]([C:21]([N:14]2[CH2:13][CH2:12][O:11][C:10]3[N:15]=[CH:16][C:7]([C:1]4[CH:2]=[CH:3][CH:4]=[CH:5][CH:6]=4)=[CH:8][C:9]2=3)=[O:22])[CH:24]=[C:25]([Br:29])[C:26]=1[O:27][CH3:28]. The catalyst class is: 4. (4) Reactant: [Br:1][C:2]1[C:7]([CH3:8])=[CH:6][C:5]([OH:9])=[C:4]([O:10][CH3:11])[CH:3]=1.[C:12]1(B(O)O)[CH:17]=[CH:16][CH:15]=[CH:14][CH:13]=1. Product: [Br:1][C:2]1[CH:3]=[C:4]([O:10][CH3:11])[C:5]([O:9][C:12]2[CH:17]=[CH:16][CH:15]=[CH:14][CH:13]=2)=[CH:6][C:7]=1[CH3:8]. The catalyst class is: 2.